Dataset: Full USPTO retrosynthesis dataset with 1.9M reactions from patents (1976-2016). Task: Predict the reactants needed to synthesize the given product. Given the product [Br:1][C:2]1[S:6][C:5]([C:7]([NH:15][C:14]2[CH:16]=[CH:17][CH:18]=[C:12]([O:10][CH3:11])[CH:13]=2)=[O:8])=[CH:4][CH:3]=1, predict the reactants needed to synthesize it. The reactants are: [Br:1][C:2]1[S:6][C:5]([C:7](Cl)=[O:8])=[CH:4][CH:3]=1.[O:10]([C:12]1[CH:13]=[C:14]([CH:16]=[CH:17][CH:18]=1)[NH2:15])[CH3:11].C(N(CC)CC)C.